This data is from NCI-60 drug combinations with 297,098 pairs across 59 cell lines. The task is: Regression. Given two drug SMILES strings and cell line genomic features, predict the synergy score measuring deviation from expected non-interaction effect. (1) Drug 1: C1=CC(=CC=C1CCCC(=O)O)N(CCCl)CCCl. Drug 2: CCCS(=O)(=O)NC1=C(C(=C(C=C1)F)C(=O)C2=CNC3=C2C=C(C=N3)C4=CC=C(C=C4)Cl)F. Cell line: HOP-62. Synergy scores: CSS=20.1, Synergy_ZIP=-11.3, Synergy_Bliss=-13.7, Synergy_Loewe=-15.9, Synergy_HSA=-14.8. (2) Drug 1: CCC1(CC2CC(C3=C(CCN(C2)C1)C4=CC=CC=C4N3)(C5=C(C=C6C(=C5)C78CCN9C7C(C=CC9)(C(C(C8N6C)(C(=O)OC)O)OC(=O)C)CC)OC)C(=O)OC)O.OS(=O)(=O)O. Drug 2: CCN(CC)CCCC(C)NC1=C2C=C(C=CC2=NC3=C1C=CC(=C3)Cl)OC. Cell line: SF-539. Synergy scores: CSS=16.4, Synergy_ZIP=-2.68, Synergy_Bliss=-2.61, Synergy_Loewe=4.07, Synergy_HSA=0.983. (3) Drug 1: CC1=C2C(C(=O)C3(C(CC4C(C3C(C(C2(C)C)(CC1OC(=O)C(C(C5=CC=CC=C5)NC(=O)OC(C)(C)C)O)O)OC(=O)C6=CC=CC=C6)(CO4)OC(=O)C)OC)C)OC. Drug 2: C1C(C(OC1N2C=C(C(=O)NC2=O)F)CO)O. Cell line: HT29. Synergy scores: CSS=52.6, Synergy_ZIP=-8.35, Synergy_Bliss=-11.5, Synergy_Loewe=-6.68, Synergy_HSA=-5.38. (4) Drug 1: C1=NC(=NC(=O)N1C2C(C(C(O2)CO)O)O)N. Drug 2: CCN(CC)CCNC(=O)C1=C(NC(=C1C)C=C2C3=C(C=CC(=C3)F)NC2=O)C. Cell line: TK-10. Synergy scores: CSS=34.5, Synergy_ZIP=-12.1, Synergy_Bliss=-3.60, Synergy_Loewe=-5.10, Synergy_HSA=-1.34. (5) Drug 1: C1=CC(=CC=C1C#N)C(C2=CC=C(C=C2)C#N)N3C=NC=N3. Drug 2: CS(=O)(=O)OCCCCOS(=O)(=O)C. Cell line: HCT116. Synergy scores: CSS=16.4, Synergy_ZIP=-1.86, Synergy_Bliss=-3.09, Synergy_Loewe=4.21, Synergy_HSA=-0.604. (6) Drug 1: CC1=C(C=C(C=C1)NC(=O)C2=CC=C(C=C2)CN3CCN(CC3)C)NC4=NC=CC(=N4)C5=CN=CC=C5. Drug 2: CC12CCC3C(C1CCC2O)C(CC4=C3C=CC(=C4)O)CCCCCCCCCS(=O)CCCC(C(F)(F)F)(F)F. Cell line: SK-OV-3. Synergy scores: CSS=-8.12, Synergy_ZIP=4.94, Synergy_Bliss=4.04, Synergy_Loewe=-5.32, Synergy_HSA=-6.26. (7) Cell line: HOP-62. Synergy scores: CSS=22.4, Synergy_ZIP=2.07, Synergy_Bliss=6.21, Synergy_Loewe=-41.0, Synergy_HSA=2.36. Drug 2: CCC1=C2CN3C(=CC4=C(C3=O)COC(=O)C4(CC)O)C2=NC5=C1C=C(C=C5)O. Drug 1: CN(C)C1=NC(=NC(=N1)N(C)C)N(C)C.